This data is from Forward reaction prediction with 1.9M reactions from USPTO patents (1976-2016). The task is: Predict the product of the given reaction. (1) Given the reactants [CH:1]1([N:4]([C@H:14]2[CH2:19][CH2:18][C@H:17]([CH2:20][C:21](OC)=[O:22])[CH2:16][CH2:15]2)[C:5](=[O:13])[C:6]2[CH:11]=[CH:10][CH:9]=[C:8]([F:12])[CH:7]=2)[CH2:3][CH2:2]1.[H-].[Al+3].[Li+].[H-].[H-].[H-], predict the reaction product. The product is: [CH:1]1([N:4]([C@H:14]2[CH2:19][CH2:18][C@H:17]([CH2:20][CH2:21][OH:22])[CH2:16][CH2:15]2)[C:5](=[O:13])[C:6]2[CH:11]=[CH:10][CH:9]=[C:8]([F:12])[CH:7]=2)[CH2:3][CH2:2]1. (2) Given the reactants [C:1]([O:7][CH2:8][C@H:9]([C@@H:11]1[C@:19]2([CH3:20])[C@H:14]([C@@H:15]([OH:21])[CH2:16][CH2:17][CH2:18]2)[CH2:13][CH2:12]1)[CH3:10])(=[O:6])[C:2]([CH3:5])([CH3:4])[CH3:3].[Cr](O[Cr]([O-])(=O)=O)([O-])(=O)=O.[NH+]1C=CC=CC=1.[NH+]1C=CC=CC=1, predict the reaction product. The product is: [C:1]([O:7][CH2:8][C@H:9]([C@@H:11]1[C@:19]2([CH3:20])[C@H:14]([C:15](=[O:21])[CH2:16][CH2:17][CH2:18]2)[CH2:13][CH2:12]1)[CH3:10])(=[O:6])[C:2]([CH3:5])([CH3:3])[CH3:4]. (3) Given the reactants [S:1]1[C:9]2[C:4](=[N:5][CH:6]=[CH:7][CH:8]=2)[N:3]=[C:2]1[O:10][C:11]1[CH:16]=[CH:15][C:14]([CH2:17][CH2:18][OH:19])=[CH:13][CH:12]=1.C(N(CC)C(C)C)(C)C.[CH3:29][S:30](O[S:30]([CH3:29])(=[O:32])=[O:31])(=[O:32])=[O:31], predict the reaction product. The product is: [CH3:29][S:30]([O:19][CH2:18][CH2:17][C:14]1[CH:15]=[CH:16][C:11]([O:10][C:2]2[S:1][C:9]3[C:4]([N:3]=2)=[N:5][CH:6]=[CH:7][CH:8]=3)=[CH:12][CH:13]=1)(=[O:32])=[O:31]. (4) Given the reactants [C:1]1([C@@H:7]([CH3:10])[CH2:8][NH2:9])[CH:6]=[CH:5][CH:4]=[CH:3][CH:2]=1.[OH-].[Na+].[C:13]1([CH3:22])[C:14]([C:19](Cl)=[O:20])=[CH:15][CH:16]=[CH:17][CH:18]=1, predict the reaction product. The product is: [CH3:22][C:13]1[CH:18]=[CH:17][CH:16]=[CH:15][C:14]=1[C:19]([NH:9][CH2:8][C@@H:7]([C:1]1[CH:6]=[CH:5][CH:4]=[CH:3][CH:2]=1)[CH3:10])=[O:20]. (5) Given the reactants [CH2:1]([C:8]1[C:17]2[C:12](=[CH:13][CH:14]=[CH:15][CH:16]=2)[CH2:11][N:10](O)[CH:9]=1)[C:2]1[CH:7]=[CH:6][CH:5]=[CH:4][CH:3]=1.P(Cl)(Cl)([Cl:21])=O, predict the reaction product. The product is: [CH2:1]([C:8]1[C:17]2[C:12](=[CH:13][CH:14]=[CH:15][CH:16]=2)[C:11]([Cl:21])=[N:10][CH:9]=1)[C:2]1[CH:7]=[CH:6][CH:5]=[CH:4][CH:3]=1. (6) Given the reactants C(O)C.C(O[C:7](=[C:10]([C:13]#[N:14])[C:11]#[N:12])[CH2:8][CH3:9])C.[CH2:15]([O:17][C:18](=[O:21])[CH2:19][SH:20])[CH3:16].C([O-])(=O)C.[K+], predict the reaction product. The product is: [CH2:15]([O:17][C:18]([C:19]1[S:20][C:7]([CH2:8][CH3:9])=[C:10]([C:11]#[N:12])[C:13]=1[NH2:14])=[O:21])[CH3:16]. (7) Given the reactants [Si:1]([O:18][C:19]1[CH:20]=[CH:21][C:22]([OH:36])=[C:23]([N:25]2[C:33](=[O:34])[C:32]3[C:27](=[CH:28][CH:29]=[CH:30][CH:31]=3)[C:26]2=[O:35])[CH:24]=1)([C:14]([CH3:17])([CH3:16])[CH3:15])([C:8]1[CH:13]=[CH:12][CH:11]=[CH:10][CH:9]=1)[C:2]1[CH:7]=[CH:6][CH:5]=[CH:4][CH:3]=1.[CH2:37](Br)[CH:38]=[CH2:39].C([O-])([O-])=O.[K+].[K+], predict the reaction product. The product is: [CH2:39]([O:36][C:22]1[CH:21]=[CH:20][C:19]([O:18][Si:1]([C:14]([CH3:17])([CH3:16])[CH3:15])([C:8]2[CH:13]=[CH:12][CH:11]=[CH:10][CH:9]=2)[C:2]2[CH:3]=[CH:4][CH:5]=[CH:6][CH:7]=2)=[CH:24][C:23]=1[N:25]1[C:33](=[O:34])[C:32]2[C:27](=[CH:28][CH:29]=[CH:30][CH:31]=2)[C:26]1=[O:35])[CH:38]=[CH2:37].